The task is: Predict the reaction yield, written as a fraction of the theoretical maximum amount of product (1.0 means a 100% yield; for example, 0.34 means a 34% yield).. This data is from Reaction yield outcomes from USPTO patents with 853,638 reactions. (1) The reactants are [CH3:1][O:2][C:3]1[CH:15]=[CH:14][C:6]([CH2:7][NH:8][C:9]2[S:10][CH:11]=[CH:12][N:13]=2)=[CH:5][CH:4]=1.C[Si]([N-][Si](C)(C)C)(C)C.[Li+].[Br:26][C:27]1[C:36]2[C:31](=[CH:32][C:33]([S:37](OC3C(F)=C(F)C(F)=C(F)C=3F)(=[O:39])=[O:38])=[CH:34][CH:35]=2)[CH:30]=[C:29]([Cl:52])[N:28]=1. The catalyst is C1COCC1.[Cl-].[NH4+].O. The product is [Br:26][C:27]1[C:36]2[C:31](=[CH:32][C:33]([S:37]([N:8]([CH2:7][C:6]3[CH:5]=[CH:4][C:3]([O:2][CH3:1])=[CH:15][CH:14]=3)[C:9]3[S:10][CH:11]=[CH:12][N:13]=3)(=[O:39])=[O:38])=[CH:34][CH:35]=2)[CH:30]=[C:29]([Cl:52])[N:28]=1. The yield is 0.930. (2) The reactants are Cl.C1(C)C=CC=CC=1.C=[N:10][CH2:11][C:12]1[CH:13]=[CH:14][C:15]([Cl:18])=[N:16][CH:17]=1. The catalyst is O. The product is [Cl:18][C:15]1[CH:14]=[CH:13][C:12]([CH2:11][NH2:10])=[CH:17][N:16]=1. The yield is 0.900.